Dataset: Catalyst prediction with 721,799 reactions and 888 catalyst types from USPTO. Task: Predict which catalyst facilitates the given reaction. Reactant: [NH2:1][CH:2]1[CH:7]([NH2:8])[CH2:6][CH2:5][N:4]([C:9]([O:11][CH2:12][C:13]2[CH:18]=[CH:17][CH:16]=[CH:15][CH:14]=2)=[O:10])[CH2:3]1.[N:19]1[CH:24]=[CH:23][CH:22]=[CH:21][C:20]=1[C:25](=N)OCC. Product: [CH2:12]([O:11][C:9]([N:4]1[CH2:5][CH2:6][CH:7]2[N:8]=[C:25]([C:20]3[CH:21]=[CH:22][CH:23]=[CH:24][N:19]=3)[NH:1][CH:2]2[CH2:3]1)=[O:10])[C:13]1[CH:18]=[CH:17][CH:16]=[CH:15][CH:14]=1. The catalyst class is: 8.